This data is from Forward reaction prediction with 1.9M reactions from USPTO patents (1976-2016). The task is: Predict the product of the given reaction. Given the reactants [Cl:1][C:2]1[CH:25]=[CH:24][C:5]([CH2:6][N:7]2[C:15]3[C:10](=[CH:11][C:12](/[CH:16]=[C:17]4/[C:18](=[O:23])[NH:19][C:20](=[O:22])[S:21]/4)=[CH:13][CH:14]=3)[CH:9]=[N:8]2)=[C:4]([C:26]([F:29])([F:28])[F:27])[CH:3]=1.[S:30]1[CH:34]=[CH:33][N:32]=[C:31]1[CH2:35]O, predict the reaction product. The product is: [Cl:1][C:2]1[CH:25]=[CH:24][C:5]([CH2:6][N:7]2[C:15]3[C:10](=[CH:11][C:12](/[CH:16]=[C:17]4/[C:18](=[O:23])[N:19]([CH2:35][C:31]5[S:30][CH:34]=[CH:33][N:32]=5)[C:20](=[O:22])[S:21]/4)=[CH:13][CH:14]=3)[CH:9]=[N:8]2)=[C:4]([C:26]([F:27])([F:29])[F:28])[CH:3]=1.